Dataset: Catalyst prediction with 721,799 reactions and 888 catalyst types from USPTO. Task: Predict which catalyst facilitates the given reaction. (1) Reactant: [Cl:1][C:2]1[N:7]=[CH:6][C:5]([S:8](Cl)(=[O:10])=[O:9])=[CH:4][CH:3]=1.[NH2:12][C:13]1[CH:22]=[C:21]([F:23])[C:16]([C:17]([O:19][CH3:20])=[O:18])=[C:15]([F:24])[CH:14]=1.N1C=CC=CC=1. Product: [Cl:1][C:2]1[N:7]=[CH:6][C:5]([S:8]([NH:12][C:13]2[CH:14]=[C:15]([F:24])[C:16]([C:17]([O:19][CH3:20])=[O:18])=[C:21]([F:23])[CH:22]=2)(=[O:10])=[O:9])=[CH:4][CH:3]=1. The catalyst class is: 2. (2) Reactant: Br[C:2]1[CH:7]=[CH:6][C:5]([O:8][CH3:9])=[CH:4][CH:3]=1.[Mg].II.[CH2:13]([O:20][C@@H:21]1[C@@H:26]([O:27][CH2:28][C:29]2[CH:34]=[CH:33][CH:32]=[CH:31][CH:30]=2)[C@H:25]([O:35][CH2:36][C:37]2[CH:42]=[CH:41][CH:40]=[CH:39][CH:38]=2)[C@@H:24]([CH2:43][O:44][CH2:45][C:46]2[CH:51]=[CH:50][CH:49]=[CH:48][CH:47]=2)[O:23][C@H:22]1[N:52]1[C:60]2[C:55](=[CH:56][CH:57]=[CH:58][CH:59]=2)[C:54]([CH:61]=[O:62])=[CH:53]1)[C:14]1[CH:19]=[CH:18][CH:17]=[CH:16][CH:15]=1.[Cl-].[NH4+]. Product: [CH2:13]([O:20][C@@H:21]1[C@@H:26]([O:27][CH2:28][C:29]2[CH:30]=[CH:31][CH:32]=[CH:33][CH:34]=2)[C@H:25]([O:35][CH2:36][C:37]2[CH:42]=[CH:41][CH:40]=[CH:39][CH:38]=2)[C@@H:24]([CH2:43][O:44][CH2:45][C:46]2[CH:47]=[CH:48][CH:49]=[CH:50][CH:51]=2)[O:23][C@H:22]1[N:52]1[C:60]2[C:55](=[CH:56][CH:57]=[CH:58][CH:59]=2)[C:54]([CH:61]([OH:62])[C:2]2[CH:7]=[CH:6][C:5]([O:8][CH3:9])=[CH:4][CH:3]=2)=[CH:53]1)[C:14]1[CH:19]=[CH:18][CH:17]=[CH:16][CH:15]=1. The catalyst class is: 7. (3) Reactant: [O:1]1[CH:5]=[CH:4][CH:3]=[C:2]1[C:6](=O)[CH2:7][C:8]([O:10][CH2:11][CH3:12])=[O:9].[O-]CC.[Na+].[CH3:18][O:19][C:20]1[CH:25]=[CH:24][C:23]([NH:26][N:27]=[C:28](Br)[C:29]([F:32])([F:31])[F:30])=[CH:22][CH:21]=1. Product: [CH3:18][O:19][C:20]1[CH:25]=[CH:24][C:23]([N:26]2[C:6]([C:2]3[O:1][CH:5]=[CH:4][CH:3]=3)=[C:7]([C:8]([O:10][CH2:11][CH3:12])=[O:9])[C:28]([C:29]([F:30])([F:31])[F:32])=[N:27]2)=[CH:22][CH:21]=1. The catalyst class is: 8.